This data is from Full USPTO retrosynthesis dataset with 1.9M reactions from patents (1976-2016). The task is: Predict the reactants needed to synthesize the given product. (1) Given the product [NH2:7][CH2:8][CH2:9][CH2:10][NH:11][C:12]([C:14]1[C:18]([CH3:19])=[C:17](/[CH:20]=[C:21]2\[C:22](=[O:31])[NH:23][C:24]3[C:29]\2=[CH:28][C:27]([F:30])=[CH:26][CH:25]=3)[NH:16][C:15]=1[CH3:32])=[O:13], predict the reactants needed to synthesize it. The reactants are: C(OC(=O)[NH:7][CH2:8][CH2:9][CH2:10][NH:11][C:12]([C:14]1[C:18]([CH3:19])=[C:17](/[CH:20]=[C:21]2\[C:22](=[O:31])[NH:23][C:24]3[C:29]\2=[CH:28][C:27]([F:30])=[CH:26][CH:25]=3)[NH:16][C:15]=1[CH3:32])=[O:13])(C)(C)C.Cl. (2) The reactants are: Br[CH2:2][C:3]([C:5]1[CH:6]=[C:7]2[C:12](=[CH:13][CH:14]=1)[N:11]=[CH:10][CH:9]=[CH:8]2)=[O:4].[Cl:15][C:16]1[N:21]=[N:20][C:19](/[N:22]=[CH:23]/N(C)C)=[CH:18][CH:17]=1.CN(C=O)C. Given the product [Cl:15][C:16]1[CH:17]=[CH:18][C:19]2[N:20]([C:2]([C:3]([C:5]3[CH:6]=[C:7]4[C:12](=[CH:13][CH:14]=3)[N:11]=[CH:10][CH:9]=[CH:8]4)=[O:4])=[CH:23][N:22]=2)[N:21]=1, predict the reactants needed to synthesize it. (3) Given the product [OH:1][C:2]1[CH:3]=[C:4]2[C:8](=[CH:9][CH:10]=1)[CH:7]([CH3:11])[C:6]1([CH2:19][C:18]3[C:13](=[CH:14][CH:15]=[C:16]([OH:20])[CH:17]=3)[CH2:12]1)[CH:5]2[CH3:21], predict the reactants needed to synthesize it. The reactants are: [OH:1][C:2]1[CH:3]=[C:4]2[C:8](=[CH:9][CH:10]=1)[C:7](=[CH2:11])[C:6]1([CH2:19][C:18]3[C:13](=[CH:14][CH:15]=[C:16]([OH:20])[CH:17]=3)[CH2:12]1)[CH:5]2[CH3:21]. (4) Given the product [CH3:1][O:2][C:3]([C:5]1[S:6][C:7]([CH2:10][CH2:11][CH2:12][CH2:13][OH:14])=[CH:8][CH:9]=1)=[O:4], predict the reactants needed to synthesize it. The reactants are: [CH3:1][O:2][C:3]([C:5]1[S:6][C:7]([C:10]#[C:11][CH2:12][CH2:13][OH:14])=[CH:8][CH:9]=1)=[O:4]. (5) Given the product [Cl:1][C:2]1[CH:8]=[C:7]([I:10])[C:5]([NH2:6])=[C:4]([F:9])[CH:3]=1, predict the reactants needed to synthesize it. The reactants are: [Cl:1][C:2]1[CH:8]=[CH:7][C:5]([NH2:6])=[C:4]([F:9])[CH:3]=1.[I:10]I. (6) Given the product [Cl:1][C:2]1[CH:3]=[CH:4][C:5]2[CH2:18][CH2:19][N:9]3[C:10]4[CH:11]=[CH:12][CH:13]=[C:14]([F:17])[C:15]=4[CH:16]=[C:8]3[C:6]=2[N:7]=1, predict the reactants needed to synthesize it. The reactants are: [Cl:1][C:2]1[N:7]=[C:6]([C:8]2[NH:9][C:10]3[C:15]([CH:16]=2)=[C:14]([F:17])[CH:13]=[CH:12][CH:11]=3)[C:5]([CH:18]=[CH2:19])=[CH:4][CH:3]=1.[OH-].[K+].